From a dataset of Full USPTO retrosynthesis dataset with 1.9M reactions from patents (1976-2016). Predict the reactants needed to synthesize the given product. (1) Given the product [CH3:5][C:4]1[N:6]=[C:7]([C:8]2[CH:13]=[CH:12][CH:11]=[CH:10][CH:9]=2)[N:16]([C:18]2[CH:23]=[CH:22][C:21]([S:24]([NH2:27])(=[O:25])=[O:26])=[CH:20][CH:19]=2)[N:17]=1, predict the reactants needed to synthesize it. The reactants are: C(O[C:4](=[N:6][C:7](=O)[C:8]1[CH:13]=[CH:12][CH:11]=[CH:10][CH:9]=1)[CH3:5])C.Cl.[NH:16]([C:18]1[CH:23]=[CH:22][C:21]([S:24]([NH2:27])(=[O:26])=[O:25])=[CH:20][CH:19]=1)[NH2:17].C(N(CC)CC)C.O. (2) The reactants are: [Cl:1][C:2]1[CH:3]=[C:4]([NH:19][C:20]2[C:30]3[CH:29]=[C:28]([C:31](O)=[O:32])[CH2:27][CH2:26][NH:25][C:24]=3[N:23]=[CH:22][N:21]=2)[CH:5]=[CH:6][C:7]=1[O:8][C:9]1[CH:14]=[CH:13][CH:12]=[C:11]([C:15]([F:18])([F:17])[F:16])[CH:10]=1.Cl.[N:35]1([CH2:40][CH2:41][CH2:42][NH2:43])[CH:39]=[N:38][CH:37]=[N:36]1.Cl.C(N=C=NCCCN(C)C)C.O.ON1C2C=CC=CC=2N=N1. Given the product [Cl:1][C:2]1[CH:3]=[C:4]([NH:19][C:20]2[C:30]3[CH:29]=[C:28]([C:31]([NH:43][CH2:42][CH2:41][CH2:40][N:35]4[CH:39]=[N:38][CH:37]=[N:36]4)=[O:32])[CH2:27][CH2:26][NH:25][C:24]=3[N:23]=[CH:22][N:21]=2)[CH:5]=[CH:6][C:7]=1[O:8][C:9]1[CH:14]=[CH:13][CH:12]=[C:11]([C:15]([F:17])([F:18])[F:16])[CH:10]=1, predict the reactants needed to synthesize it. (3) Given the product [O:1]1[CH2:6][CH2:5][CH:4]([CH2:7][O:8][S:15]([C:12]2[CH:13]=[CH:14][C:9]([CH3:19])=[CH:10][CH:11]=2)(=[O:17])=[O:16])[CH2:3][CH2:2]1, predict the reactants needed to synthesize it. The reactants are: [O:1]1[CH2:6][CH2:5][CH:4]([CH2:7][OH:8])[CH2:3][CH2:2]1.[C:9]1([CH3:19])[CH:14]=[CH:13][C:12]([S:15](Cl)(=[O:17])=[O:16])=[CH:11][CH:10]=1.C(N(CC)CC)C. (4) Given the product [Cl:9][C:10]1[CH:15]=[CH:14][C:13]([C:16]([N:21]2[C:29]3[C:24](=[C:25]([NH:30][C:31](=[O:37])[O:32][C:33]([CH3:36])([CH3:35])[CH3:34])[CH:26]=[CH:27][CH:28]=3)[CH:23]=[CH:22]2)([CH:17]2[CH2:4][O:18]2)[CH2:19][CH3:20])=[CH:12][CH:11]=1, predict the reactants needed to synthesize it. The reactants are: [H-].[Na+].[I-].[CH3:4][S+](C)(C)=O.[Cl:9][C:10]1[CH:15]=[CH:14][C:13]([C:16]([N:21]2[C:29]3[C:24](=[C:25]([NH:30][C:31](=[O:37])[O:32][C:33]([CH3:36])([CH3:35])[CH3:34])[CH:26]=[CH:27][CH:28]=3)[CH:23]=[CH:22]2)([CH2:19][CH3:20])[CH:17]=[O:18])=[CH:12][CH:11]=1. (5) Given the product [CH2:13]([O:12][C:10]([O:6][CH2:5][CH2:4][C:3]([O:2][CH3:1])([CH3:8])[CH3:7])=[O:11])[CH:14]=[CH2:15], predict the reactants needed to synthesize it. The reactants are: [CH3:1][O:2][C:3]([CH3:8])([CH3:7])[CH2:4][CH2:5][OH:6].Cl[C:10]([O:12][CH2:13][CH:14]=[CH2:15])=[O:11]. (6) Given the product [C:33]([O:20][C:19](=[O:21])[C:18]1[CH:22]=[CH:23][C:15]([O:14][CH2:13][CH2:12][O:11][N:10]=[CH:9][C:8]2[CH:7]=[CH:6][C:5]([C:1]([CH3:4])([CH3:2])[CH3:3])=[CH:26][CH:25]=2)=[CH:16][C:17]=1[OH:24])([CH3:36])([CH3:35])[CH3:34], predict the reactants needed to synthesize it. The reactants are: [C:1]([C:5]1[CH:26]=[CH:25][C:8]([CH:9]=[N:10][O:11][CH2:12][CH2:13][O:14][C:15]2[CH:23]=[CH:22][C:18]([C:19]([OH:21])=[O:20])=[C:17]([OH:24])[CH:16]=2)=[CH:7][CH:6]=1)([CH3:4])([CH3:3])[CH3:2].C1C=CC=CC=1.[C:33](OC(O[C:33]([CH3:36])([CH3:35])[CH3:34])N(C)C)([CH3:36])([CH3:35])[CH3:34]. (7) Given the product [O:7]1[C:12]2[CH:13]=[CH:14][C:15]([CH2:17][NH:18][CH:19]3[CH2:24][CH2:23][C:22]([CH2:27][CH2:28][N:29]4[C:38]5[C:33](=[CH:34][CH:35]=[C:36]([O:39][CH3:40])[CH:37]=5)[C:32]([CH3:41])=[CH:31][C:30]4=[O:42])([C:25]([NH2:26])=[O:1])[CH2:21][CH2:20]3)=[CH:16][C:11]=2[O:10][CH2:9][CH2:8]1, predict the reactants needed to synthesize it. The reactants are: [O:1]1CCOCC1.[O:7]1[C:12]2[CH:13]=[CH:14][C:15]([CH2:17][NH:18][CH:19]3[CH2:24][CH2:23][C:22]([CH2:27][CH2:28][N:29]4[C:38]5[C:33](=[CH:34][CH:35]=[C:36]([O:39][CH3:40])[CH:37]=5)[C:32]([CH3:41])=[CH:31][C:30]4=[O:42])([C:25]#[N:26])[CH2:21][CH2:20]3)=[CH:16][C:11]=2[O:10][CH2:9][CH2:8]1.[OH-].[K+].C(O)C.